Dataset: Catalyst prediction with 721,799 reactions and 888 catalyst types from USPTO. Task: Predict which catalyst facilitates the given reaction. Reactant: [CH3:1][O:2][C:3]1[CH:8]=[CH:7][C:6]([C:9]2[S:13][C:12]([C:14]([N:16]3[CH2:27][CH2:26][CH2:25][C@H:17]3[C:18]([O:20]C(C)(C)C)=[O:19])=[O:15])=[C:11]([NH:28][C:29]([NH:31][C:32]3[C:37]([CH3:38])=[CH:36][C:35]([CH3:39])=[CH:34][C:33]=3[CH3:40])=[O:30])[CH:10]=2)=[CH:5][CH:4]=1.C(O)(C(F)(F)F)=O. Product: [CH3:1][O:2][C:3]1[CH:4]=[CH:5][C:6]([C:9]2[S:13][C:12]([C:14]([N:16]3[CH2:27][CH2:26][CH2:25][C@H:17]3[C:18]([OH:20])=[O:19])=[O:15])=[C:11]([NH:28][C:29]([NH:31][C:32]3[C:37]([CH3:38])=[CH:36][C:35]([CH3:39])=[CH:34][C:33]=3[CH3:40])=[O:30])[CH:10]=2)=[CH:7][CH:8]=1. The catalyst class is: 22.